Dataset: Full USPTO retrosynthesis dataset with 1.9M reactions from patents (1976-2016). Task: Predict the reactants needed to synthesize the given product. The reactants are: Cl[C:2]1[C:11]2[C:6](=[CH:7][C:8]([F:13])=[CH:9][C:10]=2[F:12])[N:5]=[C:4]([N:14]2[CH2:19][CH2:18][N:17]([CH3:20])[CH2:16][C:15]2=[O:21])[C:3]=1[CH3:22].[O:23]1[CH2:28][CH2:27][N:26]([C:29]2[CH:30]=[C:31]([NH2:35])[CH:32]=[N:33][CH:34]=2)[CH2:25][CH2:24]1. Given the product [F:12][C:10]1[CH:9]=[C:8]([F:13])[CH:7]=[C:6]2[C:11]=1[C:2]([NH:35][C:31]1[CH:32]=[N:33][CH:34]=[C:29]([N:26]3[CH2:27][CH2:28][O:23][CH2:24][CH2:25]3)[CH:30]=1)=[C:3]([CH3:22])[C:4]([N:14]1[CH2:19][CH2:18][N:17]([CH3:20])[CH2:16][C:15]1=[O:21])=[N:5]2, predict the reactants needed to synthesize it.